Dataset: NCI-60 drug combinations with 297,098 pairs across 59 cell lines. Task: Regression. Given two drug SMILES strings and cell line genomic features, predict the synergy score measuring deviation from expected non-interaction effect. (1) Drug 1: CC1C(C(CC(O1)OC2CC(CC3=C2C(=C4C(=C3O)C(=O)C5=C(C4=O)C(=CC=C5)OC)O)(C(=O)CO)O)N)O.Cl. Drug 2: C(CC(=O)O)C(=O)CN.Cl. Cell line: OVCAR-5. Synergy scores: CSS=8.93, Synergy_ZIP=-2.58, Synergy_Bliss=2.32, Synergy_Loewe=0.360, Synergy_HSA=0.295. (2) Drug 1: C1=CC=C(C(=C1)C(C2=CC=C(C=C2)Cl)C(Cl)Cl)Cl. Drug 2: COC1=C2C(=CC3=C1OC=C3)C=CC(=O)O2. Cell line: SK-MEL-5. Synergy scores: CSS=4.86, Synergy_ZIP=-2.03, Synergy_Bliss=1.22, Synergy_Loewe=0.737, Synergy_HSA=1.56.